From a dataset of Forward reaction prediction with 1.9M reactions from USPTO patents (1976-2016). Predict the product of the given reaction. (1) Given the reactants FC(F)(F)S(O[C:7]1[CH:16]=[CH:15][C:14]2[C:9](=[CH:10][CH:11]=[CH:12][C:13]=2[NH:17][C:18]([O:20][C:21]([CH3:24])([CH3:23])[CH3:22])=[O:19])[CH:8]=1)(=O)=O.[Cl:27][C:28]1[CH:29]=[C:30]([C:35]2([C:40]([F:43])([F:42])[F:41])[CH2:39][CH2:38][NH:37][CH2:36]2)[CH:31]=[C:32]([Cl:34])[CH:33]=1.CC(C)([O-])C.[Na+].C1(P(C2C=CC=CC=2)C2C3OC4C(=CC=CC=4P(C4C=CC=CC=4)C4C=CC=CC=4)C(C)(C)C=3C=CC=2)C=CC=CC=1, predict the reaction product. The product is: [Cl:34][C:32]1[CH:31]=[C:30]([C:35]2([C:40]([F:43])([F:42])[F:41])[CH2:39][CH2:38][N:37]([C:7]3[CH:8]=[C:9]4[C:14](=[CH:15][CH:16]=3)[C:13]([NH:17][C:18](=[O:19])[O:20][C:21]([CH3:22])([CH3:23])[CH3:24])=[CH:12][CH:11]=[CH:10]4)[CH2:36]2)[CH:29]=[C:28]([Cl:27])[CH:33]=1. (2) Given the reactants Br[C:2]1[CH:7]=[C:6]([F:8])[CH:5]=[C:4]([Cl:9])[CH:3]=1.C([Li])(C)(C)C.B(OC)(OC)[O:16]C.C(OO)(=O)C.S(=O)(O)[O-].[K+], predict the reaction product. The product is: [Cl:9][C:4]1[CH:3]=[C:2]([OH:16])[CH:7]=[C:6]([F:8])[CH:5]=1. (3) Given the reactants [CH3:1][O:2][C:3]1[CH:18]=[CH:17][C:6]([C:7]([C:9]2[CH:14]=[CH:13][C:12]([O:15][CH3:16])=[CH:11][CH:10]=2)=[O:8])=[CH:5][CH:4]=1.C(Cl)(=O)C(Cl)=O.O[C:26]1[C:35]([OH:36])=[CH:34][C:33]([C:37]([F:40])([F:39])[F:38])=[CH:32][C:27]=1[C:28]([O:30][CH3:31])=[O:29], predict the reaction product. The product is: [CH3:16][O:15][C:12]1[CH:13]=[CH:14][C:9]([C:7]2([C:6]3[CH:5]=[CH:4][C:3]([O:2][CH3:1])=[CH:18][CH:17]=3)[O:36][C:35]3[CH:34]=[C:33]([C:37]([F:38])([F:40])[F:39])[CH:32]=[C:27]([C:28]([O:30][CH3:31])=[O:29])[C:26]=3[O:8]2)=[CH:10][CH:11]=1. (4) Given the reactants [O:1]1[CH2:6][CH:5]=C(B2OC(C)(C)C(C)(C)O2)[CH2:3][CH2:2]1.FC(F)(F)S(O[C:22]1[CH:35]=[C:34]2[C:25]([O:26][C:27]3[CH:28]=[CH:29][C:30]([NH2:42])=[CH:31][C:32]=3[C@:33]32[CH2:40][CH2:39][O:38][C:37]([NH2:41])=[N:36]3)=[C:24]([F:43])[CH:23]=1)(=O)=O.[C:46](=O)([O-])[O-].[Na+].[Na+], predict the reaction product. The product is: [O:1]1[CH2:6][CH:5]=[C:23]([C:22]2[CH:46]=[C:24]([F:43])[C:25]3[O:26][C:27]4[C:32](=[CH:31][C:30]([NH2:42])=[CH:29][CH:28]=4)[C@@:33]4([CH2:40][CH2:39][O:38][C:37]([NH2:41])=[N:36]4)[C:34]=3[CH:35]=2)[CH2:3][CH2:2]1. (5) Given the reactants [Cl:1][C:2]1[CH:10]=[C:9]2[C:5]([C:6]([C:11](=[O:16])[C:12]([F:15])([F:14])[F:13])=[CH:7][NH:8]2)=[CH:4][CH:3]=1.[C:17](O[C:17]([O:19][C:20]([CH3:23])([CH3:22])[CH3:21])=[O:18])([O:19][C:20]([CH3:23])([CH3:22])[CH3:21])=[O:18], predict the reaction product. The product is: [Cl:1][C:2]1[CH:10]=[C:9]2[C:5]([C:6]([C:11](=[O:16])[C:12]([F:13])([F:14])[F:15])=[CH:7][N:8]2[C:17]([O:19][C:20]([CH3:23])([CH3:22])[CH3:21])=[O:18])=[CH:4][CH:3]=1. (6) Given the reactants [F:1][C:2]1[CH:3]=[N:4][C:5]2[C:10]([C:11]=1O)=[N:9][C:8]([CH3:13])=[CH:7][CH:6]=2.P(Br)(Br)[Br:15].C(=O)(O)[O-].[Na+], predict the reaction product. The product is: [Br:15][C:11]1[C:2]([F:1])=[CH:3][N:4]=[C:5]2[C:10]=1[N:9]=[C:8]([CH3:13])[CH:7]=[CH:6]2. (7) Given the reactants [Cl:1][C:2]1[C:7]([N:8]2[CH2:13][CH2:12][CH:11]([C:14]3[CH:19]=[CH:18][CH:17]=[CH:16][N:15]=3)[CH2:10][CH2:9]2)=[CH:6][N:5]=[N:4][C:3]=1[NH:20][NH2:21].C1COCC1.[CH:27]1([CH2:30][C:31](Cl)=[O:32])[CH2:29][CH2:28]1, predict the reaction product. The product is: [Cl:1][C:2]1[C:7]([N:8]2[CH2:9][CH2:10][CH:11]([C:14]3[CH:19]=[CH:18][CH:17]=[CH:16][N:15]=3)[CH2:12][CH2:13]2)=[CH:6][N:5]=[N:4][C:3]=1[NH:20][NH:21][C:31](=[O:32])[CH2:30][CH:27]1[CH2:29][CH2:28]1.